This data is from Catalyst prediction with 721,799 reactions and 888 catalyst types from USPTO. The task is: Predict which catalyst facilitates the given reaction. (1) Reactant: [NH2:1][CH2:2][CH2:3][NH:4][C:5]([C:7]1[C:8]([C:18]([F:21])([F:20])[F:19])=[N:9][N:10]([C:12]2[CH:17]=[CH:16][CH:15]=[CH:14][CH:13]=2)[CH:11]=1)=[O:6].[C:22]([O:26][C:27]([N:29]1[CH2:34][CH2:33][CH:32]([C:35](O)=[O:36])[CH:31]([CH3:38])[CH2:30]1)=[O:28])([CH3:25])([CH3:24])[CH3:23].CCN=C=NCCCN(C)C.Cl.C1C=CC2N(O)N=NC=2C=1.O.C(N(CC)CC)C. Product: [CH3:38][CH:31]1[CH:32]([C:35](=[O:36])[NH:1][CH2:2][CH2:3][NH:4][C:5]([C:7]2[C:8]([C:18]([F:20])([F:21])[F:19])=[N:9][N:10]([C:12]3[CH:17]=[CH:16][CH:15]=[CH:14][CH:13]=3)[CH:11]=2)=[O:6])[CH2:33][CH2:34][N:29]([C:27]([O:26][C:22]([CH3:23])([CH3:25])[CH3:24])=[O:28])[CH2:30]1. The catalyst class is: 2. (2) The catalyst class is: 1. Reactant: [OH:1][CH2:2][CH2:3][N:4]1[CH2:8][CH2:7][CH2:6][CH2:5]1.[H-].[Na+].[N+:11]([C:14]1[CH:19]=[CH:18][C:17](F)=[CH:16][CH:15]=1)([O-])=O. Product: [N:4]1([CH2:3][CH2:2][O:1][C:17]2[CH:18]=[CH:19][C:14]([NH2:11])=[CH:15][CH:16]=2)[CH2:8][CH2:7][CH2:6][CH2:5]1.